From a dataset of Reaction yield outcomes from USPTO patents with 853,638 reactions. Predict the reaction yield, written as a fraction of the theoretical maximum amount of product (1.0 means a 100% yield; for example, 0.34 means a 34% yield). (1) The reactants are C(OC([NH:8][C@@H:9]([CH3:16])/[CH:10]=[CH:11]/[C:12]([O:14][CH3:15])=[O:13])=O)(C)(C)C.[ClH:17]. The catalyst is O1CCOCC1. The product is [ClH:17].[NH2:8][C@@H:9]([CH3:16])/[CH:10]=[CH:11]/[C:12]([O:14][CH3:15])=[O:13]. The yield is 0.980. (2) The reactants are Cl.[F:2][C:3]([F:17])([O:8][C:9]1[CH:14]=[CH:13][C:12]([NH:15][NH2:16])=[CH:11][CH:10]=1)[C:4]([F:7])([F:6])[F:5].[NH2:18][C:19](N)=[O:20].[CH:22](OCC)(OCC)OCC. The catalyst is ClC1C=CC=CC=1.C1(C)C=CC(S(O)(=O)=O)=CC=1.ClS(O)(=O)=O. The product is [F:2][C:3]([F:17])([O:8][C:9]1[CH:10]=[CH:11][C:12]([N:15]2[CH:22]=[N:18][C:19]([OH:20])=[N:16]2)=[CH:13][CH:14]=1)[C:4]([F:6])([F:5])[F:7]. The yield is 0.990. (3) The reactants are [Cl:1][C:2]1[C:7]([C:8](O)=[O:9])=[CH:6][N:5]=[C:4]([C:11]([F:14])([F:13])[F:12])[CH:3]=1.B.C1COCC1.[NH4+].[Cl-].O. The catalyst is O1CCCC1. The product is [Cl:1][C:2]1[CH:3]=[C:4]([C:11]([F:12])([F:13])[F:14])[N:5]=[CH:6][C:7]=1[CH2:8][OH:9]. The yield is 1.00. (4) The reactants are [CH2:1]([O:3][C:4]([C:6]1[C:7](Cl)=[C:8]2[CH:14]=[N:13][N:12]([CH2:15][C:16]3[CH:21]=[CH:20][CH:19]=[CH:18][CH:17]=3)[C:9]2=[N:10][CH:11]=1)=[O:5])[CH3:2].[F:23][C:24]1[CH:29]=[CH:28][C:27](B(O)O)=[C:26]([CH3:33])[CH:25]=1.C([O-])([O-])=O.[Na+].[Na+]. The yield is 0.840. The catalyst is C1(C)C=CC=CC=1.CCO.C1C=CC([P]([Pd]([P](C2C=CC=CC=2)(C2C=CC=CC=2)C2C=CC=CC=2)([P](C2C=CC=CC=2)(C2C=CC=CC=2)C2C=CC=CC=2)[P](C2C=CC=CC=2)(C2C=CC=CC=2)C2C=CC=CC=2)(C2C=CC=CC=2)C2C=CC=CC=2)=CC=1. The product is [CH2:1]([O:3][C:4]([C:6]1[C:7]([C:27]2[CH:28]=[CH:29][C:24]([F:23])=[CH:25][C:26]=2[CH3:33])=[C:8]2[CH:14]=[N:13][N:12]([CH2:15][C:16]3[CH:21]=[CH:20][CH:19]=[CH:18][CH:17]=3)[C:9]2=[N:10][CH:11]=1)=[O:5])[CH3:2]. (5) The reactants are [Si]([O:8][CH2:9][CH2:10][NH:11][C@H:12]1[C:20]2[C:15](=[C:16]([C:21]3[S:25][C:24]([C:26]4[CH:27]=[CH:28][C:29]([O:34][CH:35]([CH3:37])[CH3:36])=[C:30]([CH:33]=4)[C:31]#[N:32])=[N:23][N:22]=3)[CH:17]=[CH:18][CH:19]=2)[CH2:14][CH2:13]1)(C(C)(C)C)(C)C.Cl. The catalyst is O1CCOCC1. The product is [OH:8][CH2:9][CH2:10][NH:11][C@H:12]1[C:20]2[C:15](=[C:16]([C:21]3[S:25][C:24]([C:26]4[CH:27]=[CH:28][C:29]([O:34][CH:35]([CH3:37])[CH3:36])=[C:30]([CH:33]=4)[C:31]#[N:32])=[N:23][N:22]=3)[CH:17]=[CH:18][CH:19]=2)[CH2:14][CH2:13]1. The yield is 0.900. (6) The reactants are [C:1]([O:5][C:6](=[O:15])[C:7]([C:13]#[N:14])=[C:8]([S:11][CH3:12])SC)([CH3:4])([CH3:3])[CH3:2].[Cl:16][C:17]1[C:25]([F:26])=[CH:24][C:20]([C:21]([NH2:23])=O)=[C:19]([F:27])[CH:18]=1.[H-].[Na+].Cl.CN(C=[O:35])C. The catalyst is O. The product is [C:1]([O:5][C:6]([C:7]1[C:13](=[O:35])[NH:14][C:21]([C:20]2[CH:24]=[C:25]([F:26])[C:17]([Cl:16])=[CH:18][C:19]=2[F:27])=[N:23][C:8]=1[S:11][CH3:12])=[O:15])([CH3:2])([CH3:3])[CH3:4]. The yield is 0.310. (7) The reactants are [F:1][C:2]1[C:24]([OH:25])=[CH:23][CH:22]=[C:21]([F:26])[C:3]=1[NH:4][CH2:5][C:6]1[CH:7]=[C:8]([CH:11]=[C:12]([C:14]2[CH:19]=[CH:18][CH:17]=[C:16]([F:20])[CH:15]=2)[CH:13]=1)[C:9]#[N:10].C([O-])([O-])=O.[K+].[K+].Br[CH2:34][C:35]([O:37][CH2:38][CH3:39])=[O:36].O. The catalyst is CN(C=O)C. The product is [C:9]([C:8]1[CH:7]=[C:6]([CH2:5][NH:4][C:3]2[C:2]([F:1])=[C:24]([CH:23]=[CH:22][C:21]=2[F:26])[O:25][CH2:34][C:35]([O:37][CH2:38][CH3:39])=[O:36])[CH:13]=[C:12]([C:14]2[CH:19]=[CH:18][CH:17]=[C:16]([F:20])[CH:15]=2)[CH:11]=1)#[N:10]. The yield is 0.860.